Predict which catalyst facilitates the given reaction. From a dataset of Catalyst prediction with 721,799 reactions and 888 catalyst types from USPTO. (1) Reactant: C(N(CC)CC)C.[NH2:8][CH2:9][C:10]1[CH:15]=[CH:14][C:13]([N:16]([CH3:27])[C:17]2[N:22]=[CH:21][C:20]3[N:23]=[CH:24][N:25]([CH3:26])[C:19]=3[CH:18]=2)=[C:12]([F:28])[CH:11]=1.[CH3:29][S:30](Cl)(=[O:32])=[O:31]. Product: [F:28][C:12]1[CH:11]=[C:10]([CH:15]=[CH:14][C:13]=1[N:16]([CH3:27])[C:17]1[N:22]=[CH:21][C:20]2[N:23]=[CH:24][N:25]([CH3:26])[C:19]=2[CH:18]=1)[CH2:9][NH:8][S:30]([CH3:29])(=[O:32])=[O:31]. The catalyst class is: 2. (2) Reactant: [CH:1]([C:3]1[CH:4]=[N:5][CH:6]=[CH:7][C:8]=1[C:9]1[CH:10]=[C:11]([CH:14]=[CH:15][CH:16]=1)[C:12]#[N:13])=[O:2].[CH3:17][Mg]Br. Product: [OH:2][CH:1]([C:3]1[CH:4]=[N:5][CH:6]=[CH:7][C:8]=1[C:9]1[CH:10]=[C:11]([CH:14]=[CH:15][CH:16]=1)[C:12]#[N:13])[CH3:17]. The catalyst class is: 1. (3) Reactant: C([Li])CCC.[F:6][C:7]([F:22])([F:21])[C:8]1[N:9]=[CH:10][N:11]([CH2:13][O:14][CH2:15][CH2:16][Si:17]([CH3:20])([CH3:19])[CH3:18])[CH:12]=1.CN([CH:26]=[O:27])C. Product: [F:22][C:7]([F:21])([F:6])[C:8]1[N:9]=[C:10]([CH:26]=[O:27])[N:11]([CH2:13][O:14][CH2:15][CH2:16][Si:17]([CH3:18])([CH3:19])[CH3:20])[CH:12]=1. The catalyst class is: 20. (4) Reactant: C[CH2:2][N:3](C(C)C)C(C)C.[CH2:10]([S:17]([NH:20][C:21]([CH:23]1[CH2:28][CH2:27][N:26]([C:29]2[N:34]=[C:33]([O:35][CH2:36][C:37]([OH:39])=O)[C:32]([C:40]([O:42][CH2:43][CH3:44])=[O:41])=[CH:31][C:30]=2[C:45]#[N:46])[CH2:25][CH2:24]1)=[O:22])(=[O:19])=[O:18])[C:11]1[CH:16]=[CH:15][CH:14]=[CH:13][CH:12]=1.CN(C(ON1N=NC2C=CC=CC1=2)=[N+](C)C)C.[B-](F)(F)(F)F.CN. Product: [CH2:10]([S:17]([NH:20][C:21]([CH:23]1[CH2:28][CH2:27][N:26]([C:29]2[C:30]([C:45]#[N:46])=[CH:31][C:32]([C:40]([O:42][CH2:43][CH3:44])=[O:41])=[C:33]([O:35][CH2:36][C:37]([NH:3][CH3:2])=[O:39])[N:34]=2)[CH2:25][CH2:24]1)=[O:22])(=[O:19])=[O:18])[C:11]1[CH:12]=[CH:13][CH:14]=[CH:15][CH:16]=1. The catalyst class is: 1. (5) Product: [F:7][C:8]1[CH:13]=[CH:12][C:11]([C:2]2[S:3][CH:4]=[CH:5][CH:6]=2)=[CH:10][CH:9]=1. Reactant: Br[C:2]1[S:3][CH:4]=[CH:5][CH:6]=1.[F:7][C:8]1[CH:13]=[CH:12][C:11](B(O)O)=[CH:10][CH:9]=1.C([O-])([O-])=O.[Na+].[Na+]. The catalyst class is: 628. (6) Reactant: C[O:2][C:3]([C@H:5]1[CH2:7][C@H:6]1[C:8]([O:10][C:11]([CH3:14])([CH3:13])[CH3:12])=[O:9])=[O:4].[OH-].[K+]. The catalyst class is: 5. Product: [C:11]([O:10][C:8]([C@H:6]1[CH2:7][C@H:5]1[C:3]([OH:4])=[O:2])=[O:9])([CH3:14])([CH3:12])[CH3:13]. (7) Reactant: [NH2:1][C:2]1[CH:30]=[CH:29][C:5]([O:6][C:7]2[C:16]3[C:11](=[CH:12][C:13]([O:19][CH2:20][C@H:21]([OH:28])[CH2:22][N:23]([CH2:26][CH3:27])[CH2:24][CH3:25])=[C:14]([C:17]#[N:18])[CH:15]=3)[N:10]=[CH:9][CH:8]=2)=[CH:4][C:3]=1[Cl:31].[N:32]1[CH:37]=C[CH:35]=[CH:34][CH:33]=1.ClC(OC1C=CC=CC=1)=[O:40].C1(N)CC1.C(=O)(O)[O-].[Na+]. Product: [Cl:31][C:3]1[CH:4]=[C:5]([O:6][C:7]2[C:16]3[C:11](=[CH:12][C:13]([O:19][CH2:20][C@H:21]([OH:28])[CH2:22][N:23]([CH2:26][CH3:27])[CH2:24][CH3:25])=[C:14]([C:17]#[N:18])[CH:15]=3)[N:10]=[CH:9][CH:8]=2)[CH:29]=[CH:30][C:2]=1[NH:1][C:37]([NH:32][CH:33]1[CH2:35][CH2:34]1)=[O:40]. The catalyst class is: 42.